From a dataset of Forward reaction prediction with 1.9M reactions from USPTO patents (1976-2016). Predict the product of the given reaction. (1) Given the reactants C1(C(C2C=CC=CC=2)=[N:8][C@H:9]([C:22]([O:24]C(C)(C)C)=O)[CH2:10][C:11]2[C:16]([N+:17]([O-])=[O:18])=[CH:15][CH:14]=[CH:13][C:12]=2[O:20][CH3:21])C=CC=CC=1.C1(C(C2C=CC=CC=2)=NCC(OC(C)(C)C)=O)C=CC=CC=1.BrCC1C([N+]([O-])=O)=CC=CC=1OC.C(Cl)[Cl:71], predict the reaction product. The product is: [ClH:71].[NH2:8][C@H:9]1[CH2:10][C:11]2[C:16](=[CH:15][CH:14]=[CH:13][C:12]=2[O:20][CH3:21])[N:17]([OH:18])[C:22]1=[O:24]. (2) Given the reactants [Br:1][C:2]1[CH:6]=[C:5]([C:7]2[O:12][C:11](=[O:13])[C:10]3[CH:14]=[C:15]([Cl:19])[CH:16]=[C:17]([CH3:18])[C:9]=3[N:8]=2)[N:4]([C:20]2[C:25]([Cl:26])=[CH:24][CH:23]=[CH:22][N:21]=2)[N:3]=1.Cl.[CH:28]1([CH2:31][NH2:32])[CH2:30][CH2:29]1.C(N(CC)CC)C.O, predict the reaction product. The product is: [Br:1][C:2]1[CH:6]=[C:5]([C:7]([NH:8][C:9]2[C:17]([CH3:18])=[CH:16][C:15]([Cl:19])=[CH:14][C:10]=2[C:11]([NH:32][CH2:31][CH:28]2[CH2:30][CH2:29]2)=[O:13])=[O:12])[N:4]([C:20]2[C:25]([Cl:26])=[CH:24][CH:23]=[CH:22][N:21]=2)[N:3]=1. (3) Given the reactants [NH2:1][C:2]1[C:7]([NH2:8])=[C:6]([C:9]2[CH:27]=[CH:26][C:12]([CH2:13][NH:14][C:15]([C:17]3[O:21][N:20]=[C:19]([C:22]([CH3:25])([CH3:24])[CH3:23])[N:18]=3)=[O:16])=[C:11]([F:28])[CH:10]=2)[CH:5]=[CH:4][N:3]=1.[CH3:29][N:30]([CH3:39])[C:31]1[CH:32]=[CH:33][C:34]([CH:37]=O)=[N:35][CH:36]=1, predict the reaction product. The product is: [C:22]([C:19]1[N:18]=[C:17]([C:15]([NH:14][CH2:13][C:12]2[CH:26]=[CH:27][C:9]([C:6]3[CH:5]=[CH:4][N:3]=[C:2]4[NH:1][C:37]([C:34]5[CH:33]=[CH:32][C:31]([N:30]([CH3:39])[CH3:29])=[CH:36][N:35]=5)=[N:8][C:7]=34)=[CH:10][C:11]=2[F:28])=[O:16])[O:21][N:20]=1)([CH3:23])([CH3:24])[CH3:25]. (4) Given the reactants [NH:1]([C:39]([CH3:41])=[O:40])[C@H:2]([C:10]([NH:12][C@H:13]([C:28]([N:30]1[CH2:38][CH2:37][CH2:36][C@H:31]1[C:32]([O:34][CH3:35])=[O:33])=[O:29])[CH2:14][CH2:15][CH2:16][NH:17][C:18]([O:20]CC1C=CC=CC=1)=[O:19])=[O:11])[CH2:3][C:4]1[CH:9]=[CH:8][CH:7]=[CH:6][CH:5]=1.Cl.N(C(C)=O)[C@H](C(N[C@H](C(N1CCC[C@H]1C(OC)=O)=O)CCCN)=O)[CH2:45][C:46]1[CH:51]=CC=C[CH:47]=1.C([O-])([O-])=O.[K+].[K+].C(OC(OC(C)(C)C)=O)(OC(C)(C)C)=O, predict the reaction product. The product is: [NH:1]([C:39]([CH3:41])=[O:40])[C@H:2]([C:10]([NH:12][C@H:13]([C:28]([N:30]1[CH2:38][CH2:37][CH2:36][C@H:31]1[C:32]([O:34][CH3:35])=[O:33])=[O:29])[CH2:14][CH2:15][CH2:16][NH:17][C:18]([O:20][C:46]([CH3:51])([CH3:47])[CH3:45])=[O:19])=[O:11])[CH2:3][C:4]1[CH:5]=[CH:6][CH:7]=[CH:8][CH:9]=1.